Dataset: Forward reaction prediction with 1.9M reactions from USPTO patents (1976-2016). Task: Predict the product of the given reaction. The product is: [C:1]([NH:5][C:6]1[O:7][C:8]([C:11]2[CH:12]=[C:13]3[C:17](=[CH:18][CH:19]=2)[N:16]([S:20]([C:23]2[CH:29]=[CH:28][C:26]([CH3:27])=[CH:25][CH:24]=2)(=[O:22])=[O:21])[CH:15]=[C:14]3[C:40]2[N:45]=[C:44]([CH:46]3[CH2:48][CH2:47]3)[C:43]([F:49])=[CH:42][N:41]=2)=[N:9][N:10]=1)([CH3:4])([CH3:2])[CH3:3]. Given the reactants [C:1]([NH:5][C:6]1[O:7][C:8]([C:11]2[CH:12]=[C:13]3[C:17](=[CH:18][CH:19]=2)[N:16]([S:20]([C:23]2[CH:29]=[CH:28][C:26]([CH3:27])=[CH:25][CH:24]=2)(=[O:22])=[O:21])[CH:15]=[C:14]3B2OC(C)(C)C(C)(C)O2)=[N:9][N:10]=1)([CH3:4])([CH3:3])[CH3:2].Cl[C:40]1[N:45]=[C:44]([CH:46]2[CH2:48][CH2:47]2)[C:43]([F:49])=[CH:42][N:41]=1.P([O-])([O-])([O-])=O.[K+].[K+].[K+], predict the reaction product.